From a dataset of Catalyst prediction with 721,799 reactions and 888 catalyst types from USPTO. Predict which catalyst facilitates the given reaction. (1) Reactant: [N:1]1([C:11]([O:13][C:14]([CH3:17])([CH3:16])[CH3:15])=[O:12])[CH2:6][CH2:5][NH:4][CH:3]([C:7]([O:9][CH3:10])=[O:8])[CH2:2]1.[Cl:18][C:19]1[N:24]=[C:23]([C:25]([O:27][CH3:28])=[O:26])[CH:22]=[C:21](Cl)[N:20]=1.CCN(C(C)C)C(C)C. Product: [Cl:18][C:19]1[N:20]=[C:21]([N:4]2[CH2:5][CH2:6][N:1]([C:11]([O:13][C:14]([CH3:17])([CH3:16])[CH3:15])=[O:12])[CH2:2][CH:3]2[C:7]([O:9][CH3:10])=[O:8])[CH:22]=[C:23]([C:25]([O:27][CH3:28])=[O:26])[N:24]=1. The catalyst class is: 10. (2) Reactant: [CH3:1][CH:2]([CH3:9])[CH2:3][C:4]#[C:5][CH2:6][CH2:7][OH:8].N1C=CN=C1.[Si:15](Cl)([C:18]([CH3:21])([CH3:20])[CH3:19])([CH3:17])[CH3:16]. Product: [C:18]([Si:15]([CH3:17])([CH3:16])[O:8][CH2:7][CH2:6][C:5]#[C:4][CH2:3][CH:2]([CH3:9])[CH3:1])([CH3:21])([CH3:20])[CH3:19]. The catalyst class is: 3. (3) Reactant: [CH3:1][N:2]1[C:10]2[C:5](=[CH:6][C:7]([CH:11]=[CH2:12])=[CH:8][CH:9]=2)[CH:4]=[CH:3]1.O1CCOC[CH2:14]1. Product: [CH:11]1([C:7]2[CH:6]=[C:5]3[C:10](=[CH:9][CH:8]=2)[N:2]([CH3:1])[CH:3]=[CH:4]3)[CH2:14][CH2:12]1. The catalyst class is: 27. (4) The catalyst class is: 3. Reactant: [CH2:1]([N:3]([C:10]1[CH:15]=[CH:14][CH:13]=[C:12]([OH:16])[CH:11]=1)[CH2:4][C:5]([O:7][CH2:8][CH3:9])=[O:6])[CH3:2].C(=O)([O-])[O-].[K+].[K+].Br[CH2:24][C:25]1[N:30]=[C:29]([CH2:31][C:32]([CH3:35])([CH3:34])[CH3:33])[C:28]([C:36]2[CH:41]=[C:40]([O:42][CH3:43])[CH:39]=[CH:38][C:37]=2[F:44])=[CH:27][CH:26]=1.O. Product: [CH2:1]([N:3]([C:10]1[CH:15]=[CH:14][CH:13]=[C:12]([O:16][CH2:24][C:25]2[CH:26]=[CH:27][C:28]([C:36]3[CH:41]=[C:40]([O:42][CH3:43])[CH:39]=[CH:38][C:37]=3[F:44])=[C:29]([CH2:31][C:32]([CH3:35])([CH3:34])[CH3:33])[N:30]=2)[CH:11]=1)[CH2:4][C:5]([O:7][CH2:8][CH3:9])=[O:6])[CH3:2]. (5) Reactant: [CH:1]([C:3]1[CH:8]=[CH:7][C:6]([C:9]2[CH:14]=[CH:13][C:12]([CH2:15][CH2:16][C:17]([C:19]3[O:20][C:21]([C:24]4[N:29]=[C:28]([C:30]([O:32][CH3:33])=[O:31])[CH:27]=[CH:26][CH:25]=4)=[CH:22][N:23]=3)=[O:18])=[CH:11][CH:10]=2)=[CH:5][CH:4]=1)=O.[CH3:34][NH:35][CH3:36].[BH-](OC(C)=O)(OC(C)=O)OC(C)=O.[Na+]. Product: [CH3:34][N:35]([CH2:1][C:3]1[CH:8]=[CH:7][C:6]([C:9]2[CH:10]=[CH:11][C:12]([CH2:15][CH2:16][C:17]([C:19]3[O:20][C:21]([C:24]4[N:29]=[C:28]([C:30]([O:32][CH3:33])=[O:31])[CH:27]=[CH:26][CH:25]=4)=[CH:22][N:23]=3)=[O:18])=[CH:13][CH:14]=2)=[CH:5][CH:4]=1)[CH3:36]. The catalyst class is: 68. (6) Reactant: [C:1]([C:5]1[O:9][C:8](=[NH:10])[N:7]([CH2:11][C@H:12]2[CH2:16][CH2:15][CH2:14][O:13]2)[CH:6]=1)([CH3:4])([CH3:3])[CH3:2].CCN=C=NCCCN(C)C.Cl.ON1C2C=CC=CC=2N=N1.C(N(CC)CC)C.[CH3:46][O:47][C:48]1[CH:56]=[CH:55][C:54]([C:57]([F:60])([F:59])[F:58])=[CH:53][C:49]=1[C:50](O)=[O:51]. Product: [C:1]([C:5]1[O:9]/[C:8](=[N:10]\[C:50](=[O:51])[C:49]2[CH:53]=[C:54]([C:57]([F:59])([F:60])[F:58])[CH:55]=[CH:56][C:48]=2[O:47][CH3:46])/[N:7]([CH2:11][C@H:12]2[CH2:16][CH2:15][CH2:14][O:13]2)[CH:6]=1)([CH3:4])([CH3:2])[CH3:3]. The catalyst class is: 54. (7) Reactant: [Cl:1][C:2]1[CH:7]=[CH:6][C:5]([NH:8][C:9](=[O:15])[O:10][C:11]([CH3:14])([CH3:13])[CH3:12])=[C:4]([N+:16]([O-])=O)[CH:3]=1. Product: [NH2:16][C:4]1[CH:3]=[C:2]([Cl:1])[CH:7]=[CH:6][C:5]=1[NH:8][C:9](=[O:15])[O:10][C:11]([CH3:13])([CH3:12])[CH3:14]. The catalyst class is: 401.